Dataset: Reaction yield outcomes from USPTO patents with 853,638 reactions. Task: Predict the reaction yield, written as a fraction of the theoretical maximum amount of product (1.0 means a 100% yield; for example, 0.34 means a 34% yield). (1) The reactants are [Br:1][C:2]1[C:10]([F:11])=[CH:9][CH:8]=[C:7]2[C:3]=1[C:4]([NH2:12])=[N:5][NH:6]2.CC1(C)OC(=O)[CH:17]([C:21]([CH:23]2[CH2:28][CH2:27][N:26]([C:29]([O:31][C:32]([CH3:35])([CH3:34])[CH3:33])=[O:30])[CH2:25][CH2:24]2)=O)[C:16](=O)[O:15]1.P([O-])([O-])([O-])=O.[K+].[K+].[K+]. The catalyst is C(#N)C. The product is [Br:1][C:2]1[C:3]2[C:7]([CH:8]=[CH:9][C:10]=1[F:11])=[N:6][N:5]1[C:21]([CH:23]3[CH2:28][CH2:27][N:26]([C:29]([O:31][C:32]([CH3:35])([CH3:34])[CH3:33])=[O:30])[CH2:25][CH2:24]3)=[CH:17][C:16](=[O:15])[NH:12][C:4]=21. The yield is 0.290. (2) The reactants are [CH3:1][O:2][C:3]([C:5]1[C:10](Br)=[C:9]([NH2:12])[CH:8]=[C:7]([Cl:13])[N:6]=1)=[O:4].[CH2:14]([Sn](CCCC)(CCCC)CCCC)[CH:15]=[CH2:16]. The catalyst is CN(C=O)C.Cl[Pd](Cl)([P](C1C=CC=CC=1)(C1C=CC=CC=1)C1C=CC=CC=1)[P](C1C=CC=CC=1)(C1C=CC=CC=1)C1C=CC=CC=1. The product is [CH3:1][O:2][C:3]([C:5]1[C:10]([CH2:16][CH:15]=[CH2:14])=[C:9]([NH2:12])[CH:8]=[C:7]([Cl:13])[N:6]=1)=[O:4]. The yield is 0.390. (3) The reactants are [CH2:1]([N:3]1[C:11]2[C:6](=[C:7]([CH2:12][N:13]([CH3:18])[C:14](=[O:17])[CH:15]=[CH2:16])[CH:8]=[CH:9][CH:10]=2)[CH:5]=[CH:4]1)[CH3:2].CN(CC1SC2C=CC=CC=2C=1C)C(=O)C=C.Br[C:37]1[CH:38]=[C:39]2[C:44](=[N:45][CH:46]=1)[NH:43][C:42](=[O:47])[CH2:41][CH2:40]2.BrC1C=NC2NC(=O)C(C)(C)NCC=2C=1. No catalyst specified. The product is [CH2:1]([N:3]1[C:11]2[C:6](=[C:7]([CH2:12][N:13]([CH3:18])[C:14](=[O:17])/[CH:15]=[CH:16]/[C:37]3[CH:46]=[N:45][C:44]4[NH:43][C:42](=[O:47])[CH2:41][CH2:40][C:39]=4[CH:38]=3)[CH:8]=[CH:9][CH:10]=2)[CH:5]=[CH:4]1)[CH3:2]. The yield is 0.460. (4) The reactants are [CH:1](O)=[O:2].C(OC(=O)C)(=O)C.[NH2:11][C:12]1[CH:17]=[CH:16][C:15]([CH2:18][C:19]([O:21][CH3:22])=[O:20])=[CH:14][CH:13]=1.C(=O)(O)[O-].[Na+]. The catalyst is O1CCCC1.CCOCC. The product is [CH:1]([NH:11][C:12]1[CH:13]=[CH:14][C:15]([CH2:18][C:19]([O:21][CH3:22])=[O:20])=[CH:16][CH:17]=1)=[O:2]. The yield is 0.560.